This data is from Catalyst prediction with 721,799 reactions and 888 catalyst types from USPTO. The task is: Predict which catalyst facilitates the given reaction. (1) Reactant: [CH3:1][C@@:2]([OH:34])([C:30]([CH3:33])([CH3:32])[CH3:31])[C@@H:3]1[C@:8]2([O:28][CH3:29])[C@@H:9]3[O:23][C:18]4=[C:19]([OH:22])[CH:20]=[CH:21][C:16]5=[C:17]4[C@:10]43[CH2:11][CH2:12][N:13]([CH2:24][CH:25]3[CH2:27][CH2:26]3)[C@H:14]([CH2:15]5)[C@@:5]4([CH2:6][CH2:7]2)[CH2:4]1.[C:35](O)(=[O:43])[CH2:36][CH2:37][CH2:38][CH2:39][C:40]([OH:42])=[O:41].O.[ClH:46]. The catalyst class is: 367. Product: [CH3:1][C@@:2]([OH:34])([C:30]([CH3:33])([CH3:32])[CH3:31])[C@@H:3]1[C@@:8]2([O:28][CH3:29])[C@@H:9]3[O:23][C:18]4=[C:19]([O:22][C:35]([CH2:36][CH2:37][CH2:38][CH2:39][C:40]([OH:42])=[O:41])=[O:43])[CH:20]=[CH:21][C:16]5=[C:17]4[C@:10]43[CH2:11][CH2:12][N:13]([CH2:24][CH:25]3[CH2:26][CH2:27]3)[C@H:14]([CH2:15]5)[C@@:5]4([CH2:6][CH2:7]2)[CH2:4]1.[ClH:46]. (2) Reactant: [CH3:1][C:2]1[CH2:7][CH2:6][N:5]([C:8]2[N:9]=[N:10][N:11]([CH3:13])[N:12]=2)[CH2:4][C:3]=1[C:14]1[CH:19]=[CH:18][C:17]([NH:20]C(=O)C)=[CH:16][CH:15]=1. The catalyst class is: 240. Product: [CH3:1][C:2]1[CH2:7][CH2:6][N:5]([C:8]2[N:9]=[N:10][N:11]([CH3:13])[N:12]=2)[CH2:4][C:3]=1[C:14]1[CH:15]=[CH:16][C:17]([NH2:20])=[CH:18][CH:19]=1. (3) Reactant: CS(Cl)(=O)=O.[Cl:6][C:7]1[CH:8]=[C:9]([CH:27]=[CH:28][C:29]=1[O:30][CH2:31][C:32]1[CH:37]=[CH:36][CH:35]=[C:34]([F:38])[CH:33]=1)[NH:10][C:11]1[C:16]([C:17]#[C:18][C:19]2[N:24]=[C:23]([CH2:25]O)[CH:22]=[CH:21][CH:20]=2)=[CH:15][N:14]=[CH:13][N:12]=1.[N:39]1([CH2:45][CH2:46][NH2:47])[CH2:44][CH2:43][O:42][CH2:41][CH2:40]1.O. Product: [Cl:6][C:7]1[CH:8]=[C:9]([NH:10][C:11]2[C:16]([C:17]#[C:18][C:19]3[CH:20]=[CH:21][CH:22]=[C:23]([CH2:25][NH:47][CH2:46][CH2:45][N:39]4[CH2:44][CH2:43][O:42][CH2:41][CH2:40]4)[N:24]=3)=[CH:15][N:14]=[CH:13][N:12]=2)[CH:27]=[CH:28][C:29]=1[O:30][CH2:31][C:32]1[CH:37]=[CH:36][CH:35]=[C:34]([F:38])[CH:33]=1. The catalyst class is: 2. (4) Reactant: [C:1]([C:3]1[CH:4]=[C:5]([CH:10]=[CH:11][C:12]=1[O:13][CH2:14][CH:15]1[CH2:17][CH2:16]1)[C:6]([O:8]C)=[O:7])#[N:2].[OH-].[Li+]. Product: [C:1]([C:3]1[CH:4]=[C:5]([CH:10]=[CH:11][C:12]=1[O:13][CH2:14][CH:15]1[CH2:16][CH2:17]1)[C:6]([OH:8])=[O:7])#[N:2]. The catalyst class is: 193. (5) Reactant: [CH2:1]([OH:5])[CH2:2][CH2:3][CH3:4]. Product: [CH2:1]([OH:5])[CH2:2][CH2:3][CH3:4].[CH2:1]([O:5][CH2:1][CH2:2][CH2:3][CH3:4])[CH2:2][CH2:3][CH3:4]. The catalyst class is: 6. (6) Reactant: C(Cl)(=O)C1C=CC(C(Cl)=O)=CC=1.[CH3:13][O:14][C:15](=[O:26])[C:16]1[CH:25]=[CH:24][C:19]([C:20]([O:22]C)=[O:21])=[CH:18][CH:17]=1.O[Li].O. Product: [CH3:13][O:14][C:15](=[O:26])[C:16]1[CH:25]=[CH:24][C:19]([C:20]([OH:22])=[O:21])=[CH:18][CH:17]=1. The catalyst class is: 98. (7) Reactant: [CH3:1][C:2]1[O:6][N:5]=[C:4]([C:7]2[N:12]=[CH:11][C:10]([O:13][C:14]3[CH:15]=[CH:16][C:17]([N+:23]([O-:25])=[O:24])=[C:18]([CH:22]=3)[C:19](O)=[O:20])=[CH:9][CH:8]=2)[N:3]=1.[BH4-].[Na+].C(O)(=O)CC(CC(O)=O)(C(O)=O)O. Product: [CH3:1][C:2]1[O:6][N:5]=[C:4]([C:7]2[N:12]=[CH:11][C:10]([O:13][C:14]3[CH:15]=[CH:16][C:17]([N+:23]([O-:25])=[O:24])=[C:18]([CH2:19][OH:20])[CH:22]=3)=[CH:9][CH:8]=2)[N:3]=1. The catalyst class is: 7. (8) Reactant: [Cl:1][C:2]1[CH:7]=[CH:6][C:5]([I:8])=[CH:4][C:3]=1[C:9]([C:11]1[CH:16]=[CH:15][C:14]([O:17][CH3:18])=[CH:13][CH:12]=1)=O.C([SiH](CC)CC)C. Product: [Cl:1][C:2]1[CH:7]=[CH:6][C:5]([I:8])=[CH:4][C:3]=1[CH2:9][C:11]1[CH:16]=[CH:15][C:14]([O:17][CH3:18])=[CH:13][CH:12]=1. The catalyst class is: 10.